This data is from Kir2.1 potassium channel HTS with 301,493 compounds. The task is: Binary Classification. Given a drug SMILES string, predict its activity (active/inactive) in a high-throughput screening assay against a specified biological target. The drug is O=C(N\N=C\c1cccnc1)c1cc(NC(=O)C)ccc1. The result is 0 (inactive).